From a dataset of Reaction yield outcomes from USPTO patents with 853,638 reactions. Predict the reaction yield, written as a fraction of the theoretical maximum amount of product (1.0 means a 100% yield; for example, 0.34 means a 34% yield). The reactants are [C:1]([C:5]1[CH:21]=[CH:20][C:8]([C:9]([NH:11][C:12]2[C:17]([Br:18])=[CH:16][CH:15]=[CH:14][C:13]=2[Br:19])=O)=[CH:7][CH:6]=1)([CH3:4])([CH3:3])[CH3:2].COC1C=CC(P2(SP(C3C=CC(OC)=CC=3)(=S)S2)=[S:31])=CC=1. The catalyst is C1(C)C=CC=CC=1. The product is [C:1]([C:5]1[CH:21]=[CH:20][C:8]([C:9](=[S:31])[NH:11][C:12]2[C:17]([Br:18])=[CH:16][CH:15]=[CH:14][C:13]=2[Br:19])=[CH:7][CH:6]=1)([CH3:4])([CH3:3])[CH3:2]. The yield is 0.410.